Dataset: HIV replication inhibition screening data with 41,000+ compounds from the AIDS Antiviral Screen. Task: Binary Classification. Given a drug SMILES string, predict its activity (active/inactive) in a high-throughput screening assay against a specified biological target. (1) The drug is O=[N+]([O-])c1ccc(NN=C2CC3=C2CCCCCCCCCC3)c([N+](=O)[O-])c1. The result is 0 (inactive). (2) The result is 0 (inactive). The compound is COc1ccc2c(c1)CCC1OC(c3cccnc3)OC21. (3) The result is 0 (inactive). The molecule is CN(C)C(=S)SSSC(=S)N(C)C. (4) The molecule is CC1=C[P+](Cc2ccccc2)(c2ccccc2)CC1.[Br-]. The result is 0 (inactive). (5) The drug is CCC12CCC(C#N)N3CCc4c(n(c5ccccc45)C(=O)C1)C32. The result is 0 (inactive). (6) The drug is O=C(CCl)Nc1cccc2ccccc12. The result is 0 (inactive).